From a dataset of Full USPTO retrosynthesis dataset with 1.9M reactions from patents (1976-2016). Predict the reactants needed to synthesize the given product. (1) Given the product [CH:10]1([CH2:9][N:8]2[C:4]([C:1](=[O:3])/[CH:2]=[CH:28]/[C:23]3[CH:24]=[CH:25][CH:26]=[CH:27][N:22]=3)=[CH:5][C:6]([C:17]([O:19][CH2:20][CH3:21])=[O:18])=[C:7]2[CH3:16])[CH2:11][CH2:12][CH2:13][CH2:14][CH2:15]1, predict the reactants needed to synthesize it. The reactants are: [C:1]([C:4]1[N:8]([CH2:9][CH:10]2[CH2:15][CH2:14][CH2:13][CH2:12][CH2:11]2)[C:7]([CH3:16])=[C:6]([C:17]([O:19][CH2:20][CH3:21])=[O:18])[CH:5]=1)(=[O:3])[CH3:2].[N:22]1[CH:27]=[CH:26][CH:25]=[CH:24][C:23]=1[CH:28]=O.C1CCN2C(=NCCC2)CC1. (2) Given the product [C:1]([O:5][C:6]([N:8]1[C@@H:12]([CH2:13][CH2:14][C:15]2[CH:16]=[CH:17][C:18]([NH:21][C:36]([C:35]3[CH:34]=[N:33][C:32]([Cl:31])=[CH:40][CH:39]=3)=[O:37])=[CH:19][CH:20]=2)[CH2:11][O:10][C:9]1([CH3:23])[CH3:22])=[O:7])([CH3:4])([CH3:2])[CH3:3], predict the reactants needed to synthesize it. The reactants are: [C:1]([O:5][C:6]([N:8]1[C@@H:12]([CH2:13][CH2:14][C:15]2[CH:20]=[CH:19][C:18]([NH2:21])=[CH:17][CH:16]=2)[CH2:11][O:10][C:9]1([CH3:23])[CH3:22])=[O:7])([CH3:4])([CH3:3])[CH3:2].C(N(CC)CC)C.[Cl:31][C:32]1[CH:40]=[CH:39][C:35]([C:36](Cl)=[O:37])=[CH:34][N:33]=1. (3) Given the product [I:15][C:11]1[C:9]2=[N:10][C:5](/[N:4]=[CH:3]/[N:2]([CH3:14])[CH3:1])=[CH:6][CH:7]=[C:8]2[NH:13][CH:12]=1, predict the reactants needed to synthesize it. The reactants are: [CH3:1][N:2]([CH3:14])/[CH:3]=[N:4]/[C:5]1[N:10]=[C:9]2[CH:11]=[CH:12][NH:13][C:8]2=[CH:7][CH:6]=1.[I:15]N1C(=O)CCC1=O. (4) Given the product [OH:4][CH2:5][CH2:6][CH2:7][CH2:8][O:9][C:10]1[C:17]([O:18][CH2:19][CH2:20][CH2:21][CH2:22][OH:23])=[C:16]([O:27][CH2:28][CH2:29][CH2:30][CH2:31][OH:32])[CH:15]=[CH:14][C:11]=1[CH:12]=[CH:37][C:38]([OH:40])=[O:39], predict the reactants needed to synthesize it. The reactants are: C([O:4][CH2:5][CH2:6][CH2:7][CH2:8][O:9][C:10]1[C:17]([O:18][CH2:19][CH2:20][CH2:21][CH2:22][O:23]C(=O)C)=[C:16]([O:27][CH2:28][CH2:29][CH2:30][CH2:31][O:32]C(=O)C)[CH:15]=[CH:14][C:11]=1[CH:12]=O)(=O)C.C(O)(=O)[CH2:37][C:38]([OH:40])=[O:39].N1CCCCC1.[OH-].[K+].Cl. (5) Given the product [CH3:9][C:7]([Si:10]([CH3:27])([CH3:26])[O:11][C@H:12]1[CH2:16][CH2:15][N:14]([C:17]([O:19][C:20]([CH3:21])([CH3:23])[CH3:22])=[O:18])[C@@H:13]1[CH2:24][O:25][S:2]([CH3:1])(=[O:4])=[O:3])([CH3:6])[CH3:8], predict the reactants needed to synthesize it. The reactants are: [CH3:1][S:2](Cl)(=[O:4])=[O:3].[CH3:6][C:7]([Si:10]([CH3:27])([CH3:26])[O:11][C@H:12]1[CH2:16][CH2:15][N:14]([C:17]([O:19][C:20]([CH3:23])([CH3:22])[CH3:21])=[O:18])[C@@H:13]1[CH2:24][OH:25])([CH3:9])[CH3:8].C(N(CC)CC)C.